This data is from hERG Central: cardiac toxicity at 1µM, 10µM, and general inhibition. The task is: Predict hERG channel inhibition at various concentrations. (1) The molecule is Cc1ccc(CNC(=O)Cn2cnc(S(=O)(=O)N3CCC(C)CC3)c2)o1. Results: hERG_inhib (hERG inhibition (general)): blocker. (2) The molecule is Fc1ccc(N2CCN(Cc3cn[nH]c3-c3ccccc3)CC2)cc1. Results: hERG_inhib (hERG inhibition (general)): blocker.